Dataset: Reaction yield outcomes from USPTO patents with 853,638 reactions. Task: Predict the reaction yield, written as a fraction of the theoretical maximum amount of product (1.0 means a 100% yield; for example, 0.34 means a 34% yield). (1) The reactants are Br[C:2]1[C:3]([N:31]2[CH2:36][CH2:35][CH2:34][C@H:33]([NH:37][C:38](=[O:44])[O:39][C:40]([CH3:43])([CH3:42])[CH3:41])[CH2:32]2)=[N:4][C:5]([C:8]2[C:16]3[C:11](=[CH:12][N:13]=[C:14]([C:17]4[CH:18]=[N:19][CH:20]=[CH:21][CH:22]=4)[CH:15]=3)[N:10]([CH2:23][O:24][CH2:25][CH2:26][Si:27]([CH3:30])([CH3:29])[CH3:28])[N:9]=2)=[CH:6][CH:7]=1.[CH3:45][C:46]1(C)C(C)(C)OB(C=C)O1.C([O-])(=O)C.[K+].O. The catalyst is C(=O)([O-])[O-].[Na+].[Na+].C1C=CC(P(C2C=CC=CC=2)[C-]2C=CC=C2)=CC=1.C1C=CC(P(C2C=CC=CC=2)[C-]2C=CC=C2)=CC=1.Cl[Pd]Cl.[Fe+2].C(#N)C. The product is [N:19]1[CH:20]=[CH:21][CH:22]=[C:17]([C:14]2[CH:15]=[C:16]3[C:8]([C:5]4[N:4]=[C:3]([N:31]5[CH2:36][CH2:35][CH2:34][C@H:33]([NH:37][C:38](=[O:44])[O:39][C:40]([CH3:42])([CH3:43])[CH3:41])[CH2:32]5)[C:2]([CH:45]=[CH2:46])=[CH:7][CH:6]=4)=[N:9][N:10]([CH2:23][O:24][CH2:25][CH2:26][Si:27]([CH3:28])([CH3:29])[CH3:30])[C:11]3=[CH:12][N:13]=2)[CH:18]=1. The yield is 0.910. (2) The reactants are [Cl:1][C:2]1[CH:7]=[C:6]([Cl:8])[CH:5]=[CH:4][C:3]=1[NH:9][NH2:10].[C:11]([O:16][CH2:17][CH3:18])(=[O:15])[C:12]([CH3:14])=O.C(O)(=O)C. The catalyst is C(O)C. The product is [Cl:1][C:2]1[CH:7]=[C:6]([Cl:8])[CH:5]=[CH:4][C:3]=1[NH:9][N:10]=[C:12]([CH3:14])[C:11]([O:16][CH2:17][CH3:18])=[O:15]. The yield is 0.830. (3) The reactants are [OH:1][N:2]1[C:10](=[O:11])[C:9]2[C:4](=[CH:5][CH:6]=[CH:7][CH:8]=2)[C:3]1=[O:12].[CH3:13][N:14]1[C:22]2[CH:21]3[CH2:23][CH:18]([CH2:19][CH2:20]3)[C:17]=2[C:16]([CH2:24]O)=[N:15]1.C1(P(C2C=CC=CC=2)C2C=CC=CC=2)C=CC=CC=1.CC(OC(/N=N/C(OC(C)C)=O)=O)C. The catalyst is C1COCC1. The product is [CH3:13][N:14]1[C:22]2[CH:21]3[CH2:23][CH:18]([CH2:19][CH2:20]3)[C:17]=2[C:16]([CH2:24][O:1][N:2]2[C:10](=[O:11])[C:9]3[C:4](=[CH:5][CH:6]=[CH:7][CH:8]=3)[C:3]2=[O:12])=[N:15]1. The yield is 0.620. (4) The reactants are [F:1][C:2]([F:14])([F:13])[O:3][C:4]1[CH:9]=[CH:8][C:7]([N:10]=[C:11]=[O:12])=[CH:6][CH:5]=1.ClC1C=CC(NC(=O)[NH:24][C@H:25]2[CH2:30][CH2:29][C@H:28]([O:31][C:32]3[CH:40]=[CH:39][C:35](C(O)=O)=[CH:34][CH:33]=3)[CH2:27][CH2:26]2)=CC=1C(F)(F)F. No catalyst specified. The product is [CH3:7][NH:10][C:11](=[O:12])[C:39]1[CH:35]=[CH:34][CH:33]=[C:32]([O:31][C:28]2[CH:27]=[CH:26][C:25]([NH:24][C:11]([NH:10][C:7]3[CH:6]=[CH:5][C:4]([O:3][C:2]([F:13])([F:14])[F:1])=[CH:9][CH:8]=3)=[O:12])=[CH:30][CH:29]=2)[CH:40]=1. The yield is 0.700. (5) The reactants are Br[C:2]1[CH:3]=[C:4]([CH:8]([NH:14][C:15]([C@@H:17]2[CH2:22][CH2:21][CH2:20][N:19]([C:23](=[O:39])[CH2:24][CH2:25][CH:26]3[CH2:31][CH2:30][N:29]([C:32]([O:34][C:35]([CH3:38])([CH3:37])[CH3:36])=[O:33])[CH2:28][CH2:27]3)[CH2:18]2)=[O:16])[CH2:9][C:10]([O:12][CH3:13])=[O:11])[CH:5]=[N:6][CH:7]=1.[C:40]([C:42]1[CH:47]=[CH:46][C:45](B(O)O)=[CH:44][C:43]=1[F:51])#[N:41].[F-].[K+]. The catalyst is C1(C)C=CC=CC=1.C(O)C.O.C1C=CC([P]([Pd]([P](C2C=CC=CC=2)(C2C=CC=CC=2)C2C=CC=CC=2)([P](C2C=CC=CC=2)(C2C=CC=CC=2)C2C=CC=CC=2)[P](C2C=CC=CC=2)(C2C=CC=CC=2)C2C=CC=CC=2)(C2C=CC=CC=2)C2C=CC=CC=2)=CC=1. The product is [C:40]([C:42]1[CH:47]=[CH:46][C:45]([C:2]2[CH:3]=[C:4]([CH:8]([NH:14][C:15]([C@@H:17]3[CH2:22][CH2:21][CH2:20][N:19]([C:23](=[O:39])[CH2:24][CH2:25][CH:26]4[CH2:31][CH2:30][N:29]([C:32]([O:34][C:35]([CH3:37])([CH3:38])[CH3:36])=[O:33])[CH2:28][CH2:27]4)[CH2:18]3)=[O:16])[CH2:9][C:10]([O:12][CH3:13])=[O:11])[CH:5]=[N:6][CH:7]=2)=[CH:44][C:43]=1[F:51])#[N:41]. The yield is 0.440. (6) The reactants are [BH4-].[Na+].[O:3]=[C:4]1[CH2:9][N:8]([C:10]([O:12][C:13]([CH3:16])([CH3:15])[CH3:14])=[O:11])[C@H:7]([C:17]([O:19][CH2:20][CH3:21])=[O:18])[CH2:6][CH2:5]1. The catalyst is CCO. The product is [OH:3][C@@H:4]1[CH2:9][N:8]([C:10]([O:12][C:13]([CH3:14])([CH3:15])[CH3:16])=[O:11])[C@H:7]([C:17]([O:19][CH2:20][CH3:21])=[O:18])[CH2:6][CH2:5]1. The yield is 0.800. (7) The reactants are CC1C=CC(S(O[CH2:12][CH2:13][CH2:14][C:15]2[C:23]3[C:18](=[CH:19][CH:20]=[C:21]([O:24][CH3:25])[CH:22]=3)[NH:17][CH:16]=2)(=O)=O)=CC=1.[CH3:26][O:27][C:28]1[CH:33]=[C:32]([O:34][CH3:35])[N:31]=[C:30]([N:36]2[CH2:41][CH2:40][NH:39][CH2:38][CH2:37]2)[N:29]=1.C(=O)([O-])[O-].[K+].[K+].[I-].[K+]. The product is [CH3:26][O:27][C:28]1[CH:33]=[C:32]([O:34][CH3:35])[N:31]=[C:30]([N:36]2[CH2:37][CH2:38][N:39]([CH2:12][CH2:13][CH2:14][C:15]3[C:23]4[C:18](=[CH:19][CH:20]=[C:21]([O:24][CH3:25])[CH:22]=4)[NH:17][CH:16]=3)[CH2:40][CH2:41]2)[N:29]=1. The catalyst is C(#N)C. The yield is 0.700. (8) The reactants are [N:1]([C@@H:4]1[CH2:7][C@H:6]([N:8]2[CH:12]=[C:11]([NH:13][C:14](=[O:26])[CH2:15][C:16]3[C:25]4[C:20](=[CH:21][CH:22]=[CH:23][CH:24]=4)[CH:19]=[CH:18][CH:17]=3)[N:10]=[CH:9]2)[CH2:5]1)=[N+]=[N-].C1(P(C2C=CC=CC=2)C2C=CC=CC=2)C=CC=CC=1. The catalyst is O1CCCC1.O. The product is [NH2:1][C@@H:4]1[CH2:5][C@H:6]([N:8]2[CH:12]=[C:11]([NH:13][C:14](=[O:26])[CH2:15][C:16]3[C:25]4[C:20](=[CH:21][CH:22]=[CH:23][CH:24]=4)[CH:19]=[CH:18][CH:17]=3)[N:10]=[CH:9]2)[CH2:7]1. The yield is 0.950. (9) The reactants are [CH3:1][C:2](=[O:7])[CH2:3][C:4](=O)[CH3:5].[Br:8][C:9]1[CH:16]=[CH:15]C(CBr)=[CH:11][CH:10]=1.C(=O)([O-])[O-].[K+].[K+]. The catalyst is CO. The product is [Br:8][C:9]1[CH:16]=[CH:15][C:5]([CH2:4][CH2:3][C:2](=[O:7])[CH3:1])=[CH:11][CH:10]=1. The yield is 0.670.